Task: Regression. Given two drug SMILES strings and cell line genomic features, predict the synergy score measuring deviation from expected non-interaction effect.. Dataset: NCI-60 drug combinations with 297,098 pairs across 59 cell lines (1) Drug 1: CC1=CC=C(C=C1)C2=CC(=NN2C3=CC=C(C=C3)S(=O)(=O)N)C(F)(F)F. Drug 2: C(CCl)NC(=O)N(CCCl)N=O. Cell line: HT29. Synergy scores: CSS=9.04, Synergy_ZIP=1.64, Synergy_Bliss=3.44, Synergy_Loewe=-2.92, Synergy_HSA=0.0875. (2) Drug 1: C1=CC(=CC=C1CC(C(=O)O)N)N(CCCl)CCCl.Cl. Drug 2: CC1=C(C(=CC=C1)Cl)NC(=O)C2=CN=C(S2)NC3=CC(=NC(=N3)C)N4CCN(CC4)CCO. Cell line: HL-60(TB). Synergy scores: CSS=29.4, Synergy_ZIP=2.68, Synergy_Bliss=4.02, Synergy_Loewe=0.411, Synergy_HSA=1.23. (3) Drug 1: CN1CCC(CC1)COC2=C(C=C3C(=C2)N=CN=C3NC4=C(C=C(C=C4)Br)F)OC. Drug 2: CC12CCC3C(C1CCC2O)C(CC4=C3C=CC(=C4)O)CCCCCCCCCS(=O)CCCC(C(F)(F)F)(F)F. Cell line: HOP-62. Synergy scores: CSS=7.29, Synergy_ZIP=-0.335, Synergy_Bliss=3.37, Synergy_Loewe=2.27, Synergy_HSA=2.65. (4) Drug 1: C1=C(C(=O)NC(=O)N1)N(CCCl)CCCl. Drug 2: CC1C(C(CC(O1)OC2CC(CC3=C2C(=C4C(=C3O)C(=O)C5=CC=CC=C5C4=O)O)(C(=O)C)O)N)O. Cell line: NCI-H226. Synergy scores: CSS=56.5, Synergy_ZIP=-1.75, Synergy_Bliss=-2.36, Synergy_Loewe=1.76, Synergy_HSA=3.77. (5) Drug 1: CC1=CC2C(CCC3(C2CCC3(C(=O)C)OC(=O)C)C)C4(C1=CC(=O)CC4)C. Drug 2: CC1C(C(=O)NC(C(=O)N2CCCC2C(=O)N(CC(=O)N(C(C(=O)O1)C(C)C)C)C)C(C)C)NC(=O)C3=C4C(=C(C=C3)C)OC5=C(C(=O)C(=C(C5=N4)C(=O)NC6C(OC(=O)C(N(C(=O)CN(C(=O)C7CCCN7C(=O)C(NC6=O)C(C)C)C)C)C(C)C)C)N)C. Cell line: HCC-2998. Synergy scores: CSS=-1.11, Synergy_ZIP=15.1, Synergy_Bliss=19.3, Synergy_Loewe=15.9, Synergy_HSA=16.4. (6) Drug 1: C1=C(C(=O)NC(=O)N1)N(CCCl)CCCl. Drug 2: B(C(CC(C)C)NC(=O)C(CC1=CC=CC=C1)NC(=O)C2=NC=CN=C2)(O)O. Cell line: SNB-75. Synergy scores: CSS=14.9, Synergy_ZIP=-3.78, Synergy_Bliss=-0.596, Synergy_Loewe=-0.630, Synergy_HSA=-0.808. (7) Drug 1: C1=CN(C(=O)N=C1N)C2C(C(C(O2)CO)O)O.Cl. Drug 2: CC12CCC3C(C1CCC2O)C(CC4=C3C=CC(=C4)O)CCCCCCCCCS(=O)CCCC(C(F)(F)F)(F)F. Cell line: K-562. Synergy scores: CSS=46.5, Synergy_ZIP=-0.996, Synergy_Bliss=-1.02, Synergy_Loewe=-18.7, Synergy_HSA=0.910. (8) Drug 1: C1=NC2=C(N1)C(=S)N=C(N2)N. Drug 2: C(=O)(N)NO. Cell line: NCI/ADR-RES. Synergy scores: CSS=34.4, Synergy_ZIP=0.744, Synergy_Bliss=0.448, Synergy_Loewe=1.02, Synergy_HSA=2.78. (9) Drug 1: C1=CC(=C2C(=C1NCCNCCO)C(=O)C3=C(C=CC(=C3C2=O)O)O)NCCNCCO. Cell line: 786-0. Drug 2: CC1=CC=C(C=C1)C2=CC(=NN2C3=CC=C(C=C3)S(=O)(=O)N)C(F)(F)F. Synergy scores: CSS=65.4, Synergy_ZIP=5.24, Synergy_Bliss=3.22, Synergy_Loewe=-17.1, Synergy_HSA=5.25. (10) Drug 1: CC1=C(C=C(C=C1)NC(=O)C2=CC=C(C=C2)CN3CCN(CC3)C)NC4=NC=CC(=N4)C5=CN=CC=C5. Drug 2: CCN(CC)CCNC(=O)C1=C(NC(=C1C)C=C2C3=C(C=CC(=C3)F)NC2=O)C. Cell line: COLO 205. Synergy scores: CSS=3.21, Synergy_ZIP=0.713, Synergy_Bliss=2.66, Synergy_Loewe=0.639, Synergy_HSA=0.848.